Dataset: Catalyst prediction with 721,799 reactions and 888 catalyst types from USPTO. Task: Predict which catalyst facilitates the given reaction. (1) Reactant: [CH2:1]([C:5]1[C:13]2[CH2:12][CH2:11][CH2:10][CH2:9][C:8]=2[N:7]([CH2:14][C:15]2[CH:23]=[CH:22][C:18]([C:19](O)=[O:20])=[CH:17][CH:16]=2)[N:6]=1)[CH2:2][CH2:3][CH3:4].[NH:24]1[CH2:28][CH2:27][CH2:26][CH2:25]1.CCN=C=NCCCN(C)C.C1C=CC2N(O)N=NC=2C=1.CCN(C(C)C)C(C)C. Product: [CH2:1]([C:5]1[C:13]2[CH2:12][CH2:11][CH2:10][CH2:9][C:8]=2[N:7]([CH2:14][C:15]2[CH:16]=[CH:17][C:18]([C:19]([N:24]3[CH2:28][CH2:27][CH2:26][CH2:25]3)=[O:20])=[CH:22][CH:23]=2)[N:6]=1)[CH2:2][CH2:3][CH3:4]. The catalyst class is: 2. (2) Reactant: [N:1]1([CH:6]2[CH2:15][CH2:14][C:13]([CH3:17])([CH3:16])[C:12]3[CH:11]=[C:10]([C:18]#[C:19][C:20]4[CH:28]=[CH:27][C:23](C([O-])=O)=[CH:22][CH:21]=4)[CH:9]=[CH:8][C:7]2=3)[CH:5]=[CH:4][N:3]=[CH:2]1.[OH-:29].[Na+].[O:31]1[CH2:35]C[CH2:33][CH2:32]1. Product: [N:1]1([CH:6]2[CH2:15][CH2:14][C:13]([CH3:17])([CH3:16])[C:12]3[CH:11]=[C:10]([C:18]#[C:19][C:20]4[CH:21]=[CH:22][C:23]([CH2:33][C:32]([O:31][CH3:35])=[O:29])=[CH:27][CH:28]=4)[CH:9]=[CH:8][C:7]2=3)[CH:5]=[CH:4][N:3]=[CH:2]1. The catalyst class is: 8. (3) Reactant: [Br:1][C:2]1[C:6]2[N:7]=[C:8]([C:12]3[CH:17]=[CH:16][N:15]=[CH:14][CH:13]=3)[N:9]=[C:10]([OH:11])[C:5]=2[S:4][C:3]=1[C:18]([CH3:21])([CH3:20])[CH3:19].[CH:22]([C:25]1[CH:30]=[C:29]([CH:31]([CH3:33])[CH3:32])[CH:28]=[C:27]([CH:34]([CH3:36])[CH3:35])[C:26]=1[S:37](Cl)(=[O:39])=[O:38])([CH3:24])[CH3:23].CCN(CC)CC. Product: [Br:1][C:2]1[C:6]2[N:7]=[C:8]([C:12]3[CH:17]=[CH:16][N:15]=[CH:14][CH:13]=3)[N:9]=[C:10]([O:11][S:37]([C:26]3[C:27]([CH:34]([CH3:35])[CH3:36])=[CH:28][C:29]([CH:31]([CH3:33])[CH3:32])=[CH:30][C:25]=3[CH:22]([CH3:24])[CH3:23])(=[O:39])=[O:38])[C:5]=2[S:4][C:3]=1[C:18]([CH3:21])([CH3:20])[CH3:19]. The catalyst class is: 79. (4) Reactant: N(C(OC(C)C)=O)=NC(OC(C)C)=O.[OH:15][C:16]1[CH:39]=[CH:38][C:19]2[CH2:20][C@@H:21]([CH2:34][C:35]([O-:37])=[O:36])[C:22](=[O:33])[N:23]([CH2:25][CH2:26][C:27]3[CH:32]=[CH:31][CH:30]=[CH:29][CH:28]=3)[CH2:24][C:18]=2[CH:17]=1.[CH3:40][NH:41][C:42]1[N:47]=[C:46]([CH:48](O)[CH3:49])[CH:45]=[CH:44][CH:43]=1.C1(P(C2C=CC=CC=2)C2C=CC=CC=2)C=CC=CC=1. Product: [CH3:40][NH:41][C:42]1[N:47]=[C:46]([CH2:48][CH2:49][O:15][C:16]2[CH:39]=[CH:38][C:19]3[CH2:20][C@@H:21]([CH2:34][C:35]([OH:37])=[O:36])[C:22](=[O:33])[N:23]([CH2:25][CH2:26][C:27]4[CH:32]=[CH:31][CH:30]=[CH:29][CH:28]=4)[CH2:24][C:18]=3[CH:17]=2)[CH:45]=[CH:44][CH:43]=1. The catalyst class is: 1.